Predict the reaction yield, written as a fraction of the theoretical maximum amount of product (1.0 means a 100% yield; for example, 0.34 means a 34% yield). From a dataset of Reaction yield outcomes from USPTO patents with 853,638 reactions. The reactants are Br[C:2]1[N:7]=[CH:6][C:5]([C@@H:8]2[CH2:10][C@H:9]2[NH:11][C:12](=[O:18])[O:13][C:14]([CH3:17])([CH3:16])[CH3:15])=[CH:4][CH:3]=1.[Cl:19][C:20]1[CH:21]=[C:22]([CH:24]=[CH:25][CH:26]=1)[NH2:23].CC(C)([O-])C.[Na+]. The catalyst is O1CCOCC1.C1C=CC(/C=C/C(/C=C/C2C=CC=CC=2)=O)=CC=1.C1C=CC(/C=C/C(/C=C/C2C=CC=CC=2)=O)=CC=1.C1C=CC(/C=C/C(/C=C/C2C=CC=CC=2)=O)=CC=1.[Pd].[Pd]. The product is [Cl:19][C:20]1[CH:21]=[C:22]([NH:23][C:2]2[N:7]=[CH:6][C:5]([C@@H:8]3[CH2:10][C@H:9]3[NH:11][C:12](=[O:18])[O:13][C:14]([CH3:17])([CH3:16])[CH3:15])=[CH:4][CH:3]=2)[CH:24]=[CH:25][CH:26]=1. The yield is 0.630.